This data is from NCI-60 drug combinations with 297,098 pairs across 59 cell lines. The task is: Regression. Given two drug SMILES strings and cell line genomic features, predict the synergy score measuring deviation from expected non-interaction effect. (1) Drug 1: CCC1=CC2CC(C3=C(CN(C2)C1)C4=CC=CC=C4N3)(C5=C(C=C6C(=C5)C78CCN9C7C(C=CC9)(C(C(C8N6C)(C(=O)OC)O)OC(=O)C)CC)OC)C(=O)OC.C(C(C(=O)O)O)(C(=O)O)O. Drug 2: N.N.Cl[Pt+2]Cl. Cell line: SW-620. Synergy scores: CSS=47.0, Synergy_ZIP=0.565, Synergy_Bliss=0.692, Synergy_Loewe=-38.3, Synergy_HSA=-2.74. (2) Synergy scores: CSS=-6.08, Synergy_ZIP=1.82, Synergy_Bliss=-0.273, Synergy_Loewe=-51.0, Synergy_HSA=-6.78. Cell line: K-562. Drug 2: CN1C(=O)N2C=NC(=C2N=N1)C(=O)N. Drug 1: CCCS(=O)(=O)NC1=C(C(=C(C=C1)F)C(=O)C2=CNC3=C2C=C(C=N3)C4=CC=C(C=C4)Cl)F. (3) Drug 1: CC1=C(C=C(C=C1)C(=O)NC2=CC(=CC(=C2)C(F)(F)F)N3C=C(N=C3)C)NC4=NC=CC(=N4)C5=CN=CC=C5. Drug 2: CC1=C(N=C(N=C1N)C(CC(=O)N)NCC(C(=O)N)N)C(=O)NC(C(C2=CN=CN2)OC3C(C(C(C(O3)CO)O)O)OC4C(C(C(C(O4)CO)O)OC(=O)N)O)C(=O)NC(C)C(C(C)C(=O)NC(C(C)O)C(=O)NCCC5=NC(=CS5)C6=NC(=CS6)C(=O)NCCC[S+](C)C)O. Cell line: SNB-19. Synergy scores: CSS=10.4, Synergy_ZIP=-6.36, Synergy_Bliss=-2.17, Synergy_Loewe=-11.7, Synergy_HSA=-2.47. (4) Drug 1: C(CC(=O)O)C(=O)CN.Cl. Drug 2: C1=CN(C=N1)CC(O)(P(=O)(O)O)P(=O)(O)O. Cell line: HCT-15. Synergy scores: CSS=3.21, Synergy_ZIP=0.710, Synergy_Bliss=3.85, Synergy_Loewe=-0.918, Synergy_HSA=-0.216. (5) Drug 1: COC1=C(C=C2C(=C1)N=CN=C2NC3=CC(=C(C=C3)F)Cl)OCCCN4CCOCC4. Drug 2: CC1C(C(CC(O1)OC2CC(CC3=C2C(=C4C(=C3O)C(=O)C5=C(C4=O)C(=CC=C5)OC)O)(C(=O)CO)O)N)O.Cl. Cell line: KM12. Synergy scores: CSS=34.1, Synergy_ZIP=-1.88, Synergy_Bliss=-3.67, Synergy_Loewe=-12.5, Synergy_HSA=-1.46. (6) Cell line: ACHN. Synergy scores: CSS=16.9, Synergy_ZIP=2.24, Synergy_Bliss=1.53, Synergy_Loewe=-13.5, Synergy_HSA=0.523. Drug 2: COCCOC1=C(C=C2C(=C1)C(=NC=N2)NC3=CC=CC(=C3)C#C)OCCOC.Cl. Drug 1: C1=NNC2=C1C(=O)NC=N2.